This data is from Catalyst prediction with 721,799 reactions and 888 catalyst types from USPTO. The task is: Predict which catalyst facilitates the given reaction. (1) Reactant: C([O:3][C:4](=O)[CH2:5][CH:6]1[C:11](=O)[NH:10][CH2:9][CH2:8][NH:7]1)C.[H-].[H-].[H-].[H-].[Li+].[Al+3].O. The catalyst class is: 1. Product: [NH:7]1[CH2:8][CH2:9][NH:10][CH2:11][CH:6]1[CH2:5][CH2:4][OH:3]. (2) Reactant: [Cl:1][C:2]1[CH:18]=[C:17]([N+:19]([O-:21])=[O:20])[CH:16]=[CH:15][C:3]=1[O:4][C:5]1[CH:6]=[C:7]2[C:11](=[CH:12][CH:13]=1)[C:10](=[O:14])[NH:9][CH2:8]2.[H-].[Na+].[CH3:24]I.O. Product: [Cl:1][C:2]1[CH:18]=[C:17]([N+:19]([O-:21])=[O:20])[CH:16]=[CH:15][C:3]=1[O:4][C:5]1[CH:6]=[C:7]2[C:11](=[CH:12][CH:13]=1)[C:10](=[O:14])[N:9]([CH3:24])[CH2:8]2. The catalyst class is: 9. (3) Reactant: [O:1]1[CH2:4][CH:3]([N:5]2[CH2:10][CH2:9][N:8]([C:11]3[CH:16]=[CH:15][C:14]([NH:17][C:18]4[N:23]=[CH:22][N:21]=[C:20]([C:24]5[CH:25]=[CH:26][C:27]([O:32][CH:33]6[CH2:38][CH2:37][NH:36][CH2:35][CH2:34]6)=[C:28]([CH:31]=5)[C:29]#[N:30])[N:19]=4)=[CH:13][CH:12]=3)[CH2:7][CH2:6]2)[CH2:2]1.[OH:39][C@H:40]([CH3:44])[C:41](O)=[O:42].CN(C(ON1N=NC2C=CC=NC1=2)=[N+](C)C)C.F[P-](F)(F)(F)(F)F.CN1CCOCC1. Product: [OH:39][C@H:40]([CH3:44])[C:41]([N:36]1[CH2:37][CH2:38][CH:33]([O:32][C:27]2[CH:26]=[CH:25][C:24]([C:20]3[N:19]=[C:18]([NH:17][C:14]4[CH:13]=[CH:12][C:11]([N:8]5[CH2:7][CH2:6][N:5]([CH:3]6[CH2:4][O:1][CH2:2]6)[CH2:10][CH2:9]5)=[CH:16][CH:15]=4)[N:23]=[CH:22][N:21]=3)=[CH:31][C:28]=2[C:29]#[N:30])[CH2:34][CH2:35]1)=[O:42]. The catalyst class is: 18. (4) Reactant: [Cl:1][C:2]1[N:11]=[C:10](Cl)[C:9]2[C:4](=[CH:5][C:6]([CH3:13])=[CH:7][CH:8]=2)[N:3]=1.C(N(CC)CC)C.[OH:21][C@H:22]([CH2:31][CH:32]([CH3:34])[CH3:33])[C:23]([N:25]1[CH2:30][CH2:29][NH:28][CH2:27][CH2:26]1)=[O:24]. Product: [Cl:1][C:2]1[N:11]=[C:10]([N:28]2[CH2:27][CH2:26][N:25]([C:23](=[O:24])[C@H:22]([OH:21])[CH2:31][CH:32]([CH3:33])[CH3:34])[CH2:30][CH2:29]2)[C:9]2[C:4](=[CH:5][C:6]([CH3:13])=[CH:7][CH:8]=2)[N:3]=1. The catalyst class is: 2. (5) Reactant: C[O:2][C:3]([C@H:5]1[CH2:17][C:16]2[C:15]3[C:10](=[CH:11][CH:12]=[CH:13][CH:14]=3)[NH:9][C:8]=2[C@@H:7]([C:18]2[CH:23]=[C:22]([CH3:24])[CH:21]=[C:20]([CH3:25])[CH:19]=2)[NH:6]1)=O.[CH3:26][N:27]=[C:28]=[S:29]. Product: [CH3:25][C:20]1[CH:19]=[C:18]([C@@H:7]2[C:8]3[NH:9][C:10]4[C:15](=[CH:14][CH:13]=[CH:12][CH:11]=4)[C:16]=3[CH2:17][C@H:5]3[C:3](=[O:2])[N:27]([CH3:26])[C:28](=[S:29])[N:6]23)[CH:23]=[C:22]([CH3:24])[CH:21]=1. The catalyst class is: 21. (6) The catalyst class is: 7. Reactant: [CH3:1][C:2]1([CH3:26])[C:11]2[C:6](=[C:7]([CH3:23])[CH:8]=[C:9]([C:13]([C:15]3[C:16]([CH3:22])=[N:17][N:18]([CH3:21])[C:19]=3[OH:20])=[O:14])[C:10]=2[CH3:12])[S:5](=[O:25])(=[O:24])[CH2:4][CH2:3]1.N1C=CC=CC=1.[I-].[K+].Br[CH:36]([CH3:42])[C:37]([O:39][CH2:40][CH3:41])=[O:38]. Product: [CH3:1][C:2]1([CH3:26])[C:11]2[C:6](=[C:7]([CH3:23])[CH:8]=[C:9]([C:13]([C:15]3[C:16]([CH3:22])=[N:17][N:18]([CH3:21])[C:19]=3[O:20][CH2:42][CH2:36][C:37]([O:39][CH2:40][CH3:41])=[O:38])=[O:14])[C:10]=2[CH3:12])[S:5](=[O:25])(=[O:24])[CH2:4][CH2:3]1.